The task is: Predict the product of the given reaction.. This data is from Forward reaction prediction with 1.9M reactions from USPTO patents (1976-2016). (1) Given the reactants [C:1]([O:9][C@H:10]1[C@@H:14]([O:15][CH3:16])[C@H:13]([N:17]2[CH:25]=[N:24][C:23]3[C:18]2=[N:19][CH:20]=[N:21][C:22]=3[NH:26][C:27](=[O:34])[C:28]2[CH:33]=[CH:32][CH:31]=[CH:30][CH:29]=2)[O:12][C@@H:11]1/[CH:35]=[CH:36]/[P:37]([O:43]C(C)C)([O:39]C(C)C)=[O:38])(=[O:8])[C:2]1[CH:7]=[CH:6][CH:5]=[CH:4][CH:3]=1.C(NC1NC(=O)C2N=CN(C3OC(C=CP(O)(O)=O)C(OC(=O)C4C=CC=CC=4)C3OC)C=2N=1)(=O)C(C)C, predict the reaction product. The product is: [C:27]([NH:26][C:22]1[N:21]=[CH:20][N:19]=[C:18]2[C:23]=1[N:24]=[CH:25][N:17]2[C@@H:13]1[O:12][C@H:11](/[CH:35]=[CH:36]/[P:37](=[O:38])([OH:39])[OH:43])[C@@H:10]([O:9][C:1](=[O:8])[C:2]2[CH:3]=[CH:4][CH:5]=[CH:6][CH:7]=2)[C@H:14]1[O:15][CH3:16])(=[O:34])[C:28]1[CH:29]=[CH:30][CH:31]=[CH:32][CH:33]=1. (2) Given the reactants C([O:8][C:9]1[CH:14]=[CH:13][C:12]([C:15]2[O:19][N:18]=[C:17]([C:20]3[CH:25]=[CH:24][CH:23]=[CH:22][CH:21]=3)[N:16]=2)=[CH:11][CH:10]=1)C1C=CC=CC=1, predict the reaction product. The product is: [C:20]1([C:17]2[N:16]=[C:15]([C:12]3[CH:11]=[CH:10][C:9]([OH:8])=[CH:14][CH:13]=3)[O:19][N:18]=2)[CH:21]=[CH:22][CH:23]=[CH:24][CH:25]=1. (3) Given the reactants [NH2:1][C:2]1[CH:7]=[C:6]([C:8]2[C:13]([F:14])=[CH:12][C:11]([Cl:15])=[C:10]([F:16])[C:9]=2[CH3:17])[N:5]=[C:4]([C:18]([O:20]C)=[O:19])[C:3]=1[Cl:22].[OH-].[Na+].Cl, predict the reaction product. The product is: [NH2:1][C:2]1[CH:7]=[C:6]([C:8]2[C:13]([F:14])=[CH:12][C:11]([Cl:15])=[C:10]([F:16])[C:9]=2[CH3:17])[N:5]=[C:4]([C:18]([OH:20])=[O:19])[C:3]=1[Cl:22]. (4) Given the reactants [C:1]([C:4]1[C:5]([NH:26][C:27]2[CH:28]=[N:29][C:30](Cl)=[CH:31][CH:32]=2)=[N:6][N:7]([C:9]2([CH2:23][C:24]#[N:25])[CH2:14][CH2:13][N:12]([C:15]([O:17][CH2:18][C:19]([F:22])([F:21])[F:20])=[O:16])[CH2:11][CH2:10]2)[CH:8]=1)(=[O:3])[NH2:2].[CH3:34][N:35]1[CH:39]=[C:38](B2OC(C)(C)C(C)(C)O2)[CH:37]=[N:36]1.P([O-])([O-])([O-])=O.[K+].[K+].[K+].O1CCOCC1, predict the reaction product. The product is: [C:1]([C:4]1[C:5]([NH:26][C:27]2[CH:28]=[N:29][C:30]([C:38]3[CH:37]=[N:36][N:35]([CH3:34])[CH:39]=3)=[CH:31][CH:32]=2)=[N:6][N:7]([C:9]2([CH2:23][C:24]#[N:25])[CH2:14][CH2:13][N:12]([C:15]([O:17][CH2:18][C:19]([F:22])([F:21])[F:20])=[O:16])[CH2:11][CH2:10]2)[CH:8]=1)(=[O:3])[NH2:2]. (5) Given the reactants [C:1]([O:4][C:5](=[O:7])[CH3:6])(=O)[CH3:2].OC1C[CH2:13][N:12]([C:15]([O:17][C:18]([CH3:21])([CH3:20])[CH3:19])=[O:16])[CH2:11][CH2:10]1, predict the reaction product. The product is: [C:5]([O:4][CH:1]1[CH2:10][CH2:11][N:12]([C:15]([O:17][C:18]([CH3:19])([CH3:21])[CH3:20])=[O:16])[CH2:13][CH2:2]1)(=[O:7])[CH3:6].